This data is from Reaction yield outcomes from USPTO patents with 853,638 reactions. The task is: Predict the reaction yield, written as a fraction of the theoretical maximum amount of product (1.0 means a 100% yield; for example, 0.34 means a 34% yield). (1) The reactants are Br[C:2]1[CH:7]=[C:6]([CH3:8])[C:5]([Br:9])=[CH:4][N:3]=1.[CH:10]1[C:18]2[C:17]3[CH:19]=[CH:20][CH:21]=[CH:22][C:16]=3[O:15][C:14]=2[C:13](B(O)O)=[CH:12][CH:11]=1.C([O-])([O-])=O.[K+].[K+].C(COC)OC. The catalyst is C1C=CC([P]([Pd]([P](C2C=CC=CC=2)(C2C=CC=CC=2)C2C=CC=CC=2)([P](C2C=CC=CC=2)(C2C=CC=CC=2)C2C=CC=CC=2)[P](C2C=CC=CC=2)(C2C=CC=CC=2)C2C=CC=CC=2)(C2C=CC=CC=2)C2C=CC=CC=2)=CC=1.O. The product is [Br:9][C:5]1[C:6]([CH3:8])=[CH:7][C:2]([C:22]2[C:16]3[O:15][C:14]4[CH:13]=[CH:12][CH:11]=[CH:10][C:18]=4[C:17]=3[CH:19]=[CH:20][CH:21]=2)=[N:3][CH:4]=1. The yield is 0.720. (2) The reactants are [Br:1][C:2]1[CH:3]=[C:4]([NH:12][CH:13]([CH2:15][CH3:16])[CH3:14])[C:5]([CH3:11])=[C:6]([CH:10]=1)[C:7]([OH:9])=O.C(Cl)CCl.C1C=CC2N(O)N=NC=2C=1.CN1CCOCC1.Cl.[NH2:39][CH2:40][C:41]1[C:42](=[O:49])[NH:43][C:44]([CH3:48])=[CH:45][C:46]=1[CH3:47]. The catalyst is CS(C)=O. The product is [Br:1][C:2]1[CH:3]=[C:4]([NH:12][CH:13]([CH2:15][CH3:16])[CH3:14])[C:5]([CH3:11])=[C:6]([CH:10]=1)[C:7]([NH:39][CH2:40][C:41]1[C:42](=[O:49])[NH:43][C:44]([CH3:48])=[CH:45][C:46]=1[CH3:47])=[O:9]. The yield is 0.510. (3) The reactants are [Cl:1][C:2]1[C:7](I)=[CH:6][C:5]([NH2:9])=[C:4]([O:10][CH3:11])[CH:3]=1.[CH3:12][C:13]1(C)[C:17](C)(C)OB(C(C)=C)O1.C([O-])([O-])=O.[Na+].[Na+]. The catalyst is COCCOC.O.C1C=CC([P]([Pd]([P](C2C=CC=CC=2)(C2C=CC=CC=2)C2C=CC=CC=2)([P](C2C=CC=CC=2)(C2C=CC=CC=2)C2C=CC=CC=2)[P](C2C=CC=CC=2)(C2C=CC=CC=2)C2C=CC=CC=2)(C2C=CC=CC=2)C2C=CC=CC=2)=CC=1. The product is [Cl:1][C:2]1[C:7]([C:13]([CH3:17])=[CH2:12])=[CH:6][C:5]([NH2:9])=[C:4]([O:10][CH3:11])[CH:3]=1. The yield is 0.250. (4) The reactants are [NH2:1][C:2]1[N:3]([CH3:24])[C:4](=[O:23])[C:5]2([N:22]=1)[C@H:18]1[C@@H:13]([CH2:14][CH:15]([O:19][CH3:20])[CH2:16][CH2:17]1)[O:12][C:11]1[C:6]2=[CH:7][C:8](Br)=[CH:9][CH:10]=1.[Cl:25][C:26]1[CH:27]=[C:28](B(O)O)[CH:29]=[C:30]([F:32])[CH:31]=1.C([O-])([O-])=O.[Na+].[Na+].O1CCOCC1. The catalyst is C1C=CC([P]([Pd]([P](C2C=CC=CC=2)(C2C=CC=CC=2)C2C=CC=CC=2)([P](C2C=CC=CC=2)(C2C=CC=CC=2)C2C=CC=CC=2)[P](C2C=CC=CC=2)(C2C=CC=CC=2)C2C=CC=CC=2)(C2C=CC=CC=2)C2C=CC=CC=2)=CC=1. The product is [NH2:1][C:2]1[N:3]([CH3:24])[C:4](=[O:23])[C:5]2([N:22]=1)[C@H:18]1[C@@H:13]([CH2:14][CH:15]([O:19][CH3:20])[CH2:16][CH2:17]1)[O:12][C:11]1[C:6]2=[CH:7][C:8]([C:28]2[CH:29]=[C:30]([F:32])[CH:31]=[C:26]([Cl:25])[CH:27]=2)=[CH:9][CH:10]=1. The yield is 0.102.